Dataset: Full USPTO retrosynthesis dataset with 1.9M reactions from patents (1976-2016). Task: Predict the reactants needed to synthesize the given product. Given the product [Cl:1][C:2]1[CH:3]=[C:4]([CH:8]([NH:10][C:11]2[CH:16]=[C:15]([N:24]3[CH2:23][CH2:22][N:21]([C:27]([O:29][C:30]([CH3:33])([CH3:32])[CH3:31])=[O:28])[CH2:26][CH2:25]3)[CH:14]=[CH:13][C:12]=2[N+:18]([O-:20])=[O:19])[CH3:9])[CH:5]=[CH:6][CH:7]=1, predict the reactants needed to synthesize it. The reactants are: [Cl:1][C:2]1[CH:3]=[C:4]([CH:8]([NH:10][C:11]2[CH:16]=[C:15](F)[CH:14]=[CH:13][C:12]=2[N+:18]([O-:20])=[O:19])[CH3:9])[CH:5]=[CH:6][CH:7]=1.[N:21]1([C:27]([O:29][C:30]([CH3:33])([CH3:32])[CH3:31])=[O:28])[CH2:26][CH2:25][NH:24][CH2:23][CH2:22]1.C(N(CC)C(C)C)(C)C.